From a dataset of NCI-60 drug combinations with 297,098 pairs across 59 cell lines. Regression. Given two drug SMILES strings and cell line genomic features, predict the synergy score measuring deviation from expected non-interaction effect. Synergy scores: CSS=51.1, Synergy_ZIP=5.40, Synergy_Bliss=3.93, Synergy_Loewe=-7.87, Synergy_HSA=6.66. Drug 1: CC1=C2C(C(=O)C3(C(CC4C(C3C(C(C2(C)C)(CC1OC(=O)C(C(C5=CC=CC=C5)NC(=O)OC(C)(C)C)O)O)OC(=O)C6=CC=CC=C6)(CO4)OC(=O)C)OC)C)OC. Drug 2: C1CN1P(=S)(N2CC2)N3CC3. Cell line: SNB-19.